Task: Predict which catalyst facilitates the given reaction.. Dataset: Catalyst prediction with 721,799 reactions and 888 catalyst types from USPTO (1) Reactant: [N+:1]([C:4]1[CH:5]=[C:6]([CH:17]=[CH:18][CH:19]=1)[O:7][C:8]1[CH:13]=[CH:12][N:11]=[C:10](C(O)=O)[CH:9]=1)([O-:3])=[O:2].C1(P([N:34]=[N+]=[N-])(C2C=CC=CC=2)=O)C=CC=CC=1.C(N(CC)CC)C.CN(C)C=O. Product: [N+:1]([C:4]1[CH:5]=[C:6]([CH:17]=[CH:18][CH:19]=1)[O:7][C:8]1[CH:13]=[CH:12][N:11]=[C:10]([NH2:34])[CH:9]=1)([O-:3])=[O:2]. The catalyst class is: 6. (2) Reactant: [H-].C([Al+]CC(C)C)C(C)C.C([Si]([O:18][CH2:19][CH2:20][C:21]1[CH:26]=[CH:25][C:24]([O:27][CH:28]2[CH2:33][O:32][CH:31]([C:34]3[CH:39]=[CH:38][CH:37]=[CH:36][CH:35]=3)[O:30][CH2:29]2)=[C:23]([I:40])[CH:22]=1)(C)C)(C)(C)C. Product: [CH2:31]([O:30][CH2:29][CH:28]([O:27][C:24]1[CH:25]=[CH:26][C:21]([CH2:20][CH2:19][OH:18])=[CH:22][C:23]=1[I:40])[CH2:33][OH:32])[C:34]1[CH:35]=[CH:36][CH:37]=[CH:38][CH:39]=1. The catalyst class is: 308. (3) Reactant: [CH2:1]([O:3][C:4]([C:6]1([NH:16][C:17](=[O:27])[C:18]2[CH:23]=[C:22]([Cl:24])[CH:21]=[C:20]([Cl:25])[C:19]=2[OH:26])[CH2:14][C:13]2[C:8](=[CH:9][CH:10]=[C:11]([F:15])[CH:12]=2)[CH2:7]1)=[O:5])[CH3:2].C([O-])([O-])=O.[Cs+].[Cs+].Br[CH:35]1[CH2:38][CH2:37][CH2:36]1. Product: [CH2:1]([O:3][C:4]([C:6]1([NH:16][C:17](=[O:27])[C:18]2[CH:23]=[C:22]([Cl:24])[CH:21]=[C:20]([Cl:25])[C:19]=2[O:26][CH:35]2[CH2:38][CH2:37][CH2:36]2)[CH2:14][C:13]2[C:8](=[CH:9][CH:10]=[C:11]([F:15])[CH:12]=2)[CH2:7]1)=[O:5])[CH3:2]. The catalyst class is: 3. (4) Reactant: [CH3:1][CH:2]([NH:4][CH2:5][CH:6]([OH:19])[CH2:7][O:8][C:9]1[CH:10]=[CH:11][C:12]([CH2:15][CH2:16][O:17][CH3:18])=[CH:13][CH:14]=1)[CH3:3].C(O)(C(O)=O)C(O)C(O)=O.C([O-])(=O)CCCCCCCCCCCCCCCCC.[Mg+2].C([O-])(=O)CCCCCCCCCCCCCCCCC. Product: [CH3:3][CH:2]([NH:4][CH2:5][CH:6]([OH:19])[CH2:7][O:8][C:9]1[CH:10]=[CH:11][C:12]([CH2:15][CH2:16][O:17][CH3:18])=[CH:13][CH:14]=1)[CH3:1]. The catalyst class is: 97. (5) Reactant: C(O)(=O)C.[CH3:5][O:6][C:7]1[C:8]([CH3:27])=[C:9]([C:16]([C:18]2[CH:23]=[CH:22][C:21]([N+:24]([O-])=O)=[CH:20][CH:19]=2)=[O:17])[N:10]2[C:15]=1[CH:14]=[CH:13][CH:12]=[CH:11]2.O. The catalyst class is: 679. Product: [NH2:24][C:21]1[CH:22]=[CH:23][C:18]([C:16]([C:9]2[N:10]3[C:15]([CH:14]=[CH:13][CH:12]=[CH:11]3)=[C:7]([O:6][CH3:5])[C:8]=2[CH3:27])=[O:17])=[CH:19][CH:20]=1. (6) Reactant: [NH2:1][C:2]1[C:3]([C:14]2[CH:23]=[CH:22][C:17]([C:18]([O:20][CH3:21])=[O:19])=[C:16]([F:24])[CH:15]=2)=[N:4][C:5]([CH:8]2[CH2:13][CH2:12][CH2:11][NH:10][CH2:9]2)=[CH:6][N:7]=1.CCN(C(C)C)C(C)C.Cl[C:35]([O:37][CH3:38])=[O:36]. Product: [NH2:1][C:2]1[N:7]=[CH:6][C:5]([CH:8]2[CH2:13][CH2:12][CH2:11][N:10]([C:35]([O:37][CH3:38])=[O:36])[CH2:9]2)=[N:4][C:3]=1[C:14]1[CH:23]=[CH:22][C:17]([C:18]([O:20][CH3:21])=[O:19])=[C:16]([F:24])[CH:15]=1. The catalyst class is: 2. (7) Reactant: [N:1]1[CH:6]=[CH:5][CH:4]=[CH:3][C:2]=1[C:7]1[CH:12]=[CH:11][C:10](/[CH:13]=[CH:14]/[CH:15]=[O:16])=[CH:9][CH:8]=1.CO.[BH4-].[Na+]. Product: [N:1]1[CH:6]=[CH:5][CH:4]=[CH:3][C:2]=1[C:7]1[CH:12]=[CH:11][C:10](/[CH:13]=[CH:14]/[CH2:15][OH:16])=[CH:9][CH:8]=1. The catalyst class is: 1.